This data is from Full USPTO retrosynthesis dataset with 1.9M reactions from patents (1976-2016). The task is: Predict the reactants needed to synthesize the given product. (1) Given the product [CH3:1][O:2][C:3]1[CH:4]=[CH:5][C:6]([NH:9][C:10](=[O:17])[NH:11][CH2:12][C:13]([OH:15])=[O:14])=[CH:7][CH:8]=1, predict the reactants needed to synthesize it. The reactants are: [CH3:1][O:2][C:3]1[CH:8]=[CH:7][C:6]([NH:9][C:10](=[O:17])[NH:11][CH2:12][C:13]([O:15]C)=[O:14])=[CH:5][CH:4]=1.[OH-].[Na+]. (2) Given the product [CH3:30][C:19]1[O:18][C:17]([C:14]2[CH:15]=[CH:16][C:11]([C:5]3[CH:6]=[N:1][CH:2]=[N:3][CH:4]=3)=[CH:12][CH:13]=2)=[N:21][C:20]=1[CH2:22][CH2:23][N:24]1[CH2:28][CH2:27][CH2:26][C@H:25]1[CH3:29], predict the reactants needed to synthesize it. The reactants are: [N:1]1[CH:6]=[C:5](B(O)O)[CH:4]=[N:3][CH:2]=1.Br[C:11]1[CH:16]=[CH:15][C:14]([C:17]2[O:18][C:19]([CH3:30])=[C:20]([CH2:22][CH2:23][N:24]3[CH2:28][CH2:27][CH2:26][C@H:25]3[CH3:29])[N:21]=2)=[CH:13][CH:12]=1. (3) Given the product [CH3:21][O:20][C:8]1[CH:7]=[C:6]2[C:11]([C:2]([NH:22][C:23]3[CH:28]=[CH:27][CH:26]=[C:25]([CH3:29])[CH:24]=3)=[N:3][CH:4]=[N:5]2)=[C:10]([O:12][CH:13]2[CH2:18][CH2:17][N:16]([CH3:19])[CH2:15][CH2:14]2)[CH:9]=1, predict the reactants needed to synthesize it. The reactants are: Cl[C:2]1[C:11]2[C:6](=[CH:7][C:8]([O:20][CH3:21])=[CH:9][C:10]=2[O:12][CH:13]2[CH2:18][CH2:17][N:16]([CH3:19])[CH2:15][CH2:14]2)[N:5]=[CH:4][N:3]=1.[NH2:22][C:23]1[CH:28]=[CH:27][CH:26]=[C:25]([CH3:29])[CH:24]=1.[2H]C(Cl)(Cl)Cl. (4) Given the product [CH2:16]([N:23]1[CH2:24][CH2:25][C:26]2[C:31](=[O:32])[NH:15][C:13]([CH2:12][C:8]3[CH:9]=[CH:10][CH:11]=[C:6]([Cl:5])[CH:7]=3)=[N:14][C:27]=2[CH2:28][CH2:29]1)[C:17]1[CH:22]=[CH:21][CH:20]=[CH:19][CH:18]=1, predict the reactants needed to synthesize it. The reactants are: C(O)C.[Na].[Cl:5][C:6]1[CH:7]=[C:8]([CH2:12][C:13](=[NH:15])[NH2:14])[CH:9]=[CH:10][CH:11]=1.[CH2:16]([N:23]1[CH2:29][CH2:28][C:27](=O)[CH:26]([C:31](OCC)=[O:32])[CH2:25][CH2:24]1)[C:17]1[CH:22]=[CH:21][CH:20]=[CH:19][CH:18]=1. (5) Given the product [NH2:5][C:6]1[CH:11]=[CH:10][N:9]2[C:12]([C:29]3[CH:28]=[C:27]([NH:31][C:32]([NH:34][CH2:35][C:36]([F:37])([F:38])[F:39])=[O:33])[CH:26]=[CH:25][CH:30]=3)=[CH:13][N:14]=[C:8]2[CH:7]=1, predict the reactants needed to synthesize it. The reactants are: C(OC(=O)[NH:5][C:6]1[CH:11]=[CH:10][N:9]2[C:12](I)=[CH:13][N:14]=[C:8]2[CH:7]=1)C.CC1(C)C(C)(C)OB([C:25]2[CH:26]=[C:27]([NH:31][C:32]([NH:34][CH2:35][C:36]([F:39])([F:38])[F:37])=[O:33])[CH:28]=[CH:29][CH:30]=2)O1.C([O-])([O-])=O.[K+].[K+].CO. (6) Given the product [OH2:3].[O:6]=[C:7]([CH2:9][N:10]([C:12](=[NH:13])[NH2:14])[CH3:11])[OH:8].[ClH:4], predict the reactants needed to synthesize it. The reactants are: C([Cl:4])(=[O:3])C.O.[O:6]=[C:7]([CH2:9][N:10]([C:12](=[NH:14])[NH2:13])[CH3:11])[OH:8]. (7) The reactants are: [CH2:1]([CH:3]([C:6]1[C:7]2[N:8]([C:13]([C:17]3[C:18]4[CH:26]=[CH:25][CH:24]=[C:23]([C:27]([CH3:29])=[CH2:28])[C:19]=4[S:20][C:21]=3[CH3:22])=[C:14]([CH3:16])[N:15]=2)[N:9]=[C:10]([CH3:12])[CH:11]=1)[CH2:4][CH3:5])[CH3:2].S(C)C.[OH-:33].[Na+].OO. Given the product [CH2:1]([CH:3]([C:6]1[C:7]2[N:8]([C:13]([C:17]3[C:18]4[CH:26]=[CH:25][CH:24]=[C:23]([CH:27]([CH3:29])[CH2:28][OH:33])[C:19]=4[S:20][C:21]=3[CH3:22])=[C:14]([CH3:16])[N:15]=2)[N:9]=[C:10]([CH3:12])[CH:11]=1)[CH2:4][CH3:5])[CH3:2], predict the reactants needed to synthesize it. (8) Given the product [Br:9][C:5]1[CH:6]=[C:7]2[O:8][CH:10]=[N:1][C:2]2=[N:3][CH:4]=1, predict the reactants needed to synthesize it. The reactants are: [NH2:1][C:2]1[C:7]([OH:8])=[CH:6][C:5]([Br:9])=[CH:4][N:3]=1.[C:10]1(C)C=CC(S(O)(=O)=O)=CC=1. (9) The reactants are: COC1C=C(OC)C=CC=1C[NH:6][C:7]1[CH:8]=[C:9]2[C:14](=[CH:15][C:16]=1[N+:17]([O-:19])=[O:18])[NH:13][C:12](=[O:20])[N:11]([NH:21][S:22]([CH3:25])(=[O:24])=[O:23])[C:10]2=[O:26].FC(F)(F)C(O)=O. Given the product [NH2:6][C:7]1[CH:8]=[C:9]2[C:14](=[CH:15][C:16]=1[N+:17]([O-:19])=[O:18])[NH:13][C:12](=[O:20])[N:11]([NH:21][S:22]([CH3:25])(=[O:23])=[O:24])[C:10]2=[O:26], predict the reactants needed to synthesize it.